From a dataset of Reaction yield outcomes from USPTO patents with 853,638 reactions. Predict the reaction yield, written as a fraction of the theoretical maximum amount of product (1.0 means a 100% yield; for example, 0.34 means a 34% yield). (1) The reactants are [C:1]([C:3]1([C:6]2[CH:7]=[C:8]([CH:13]=[CH:14][CH:15]=2)[C:9]([O:11]C)=[O:10])[CH2:5][CH2:4]1)#[N:2].O.[OH-].[Li+].CO.O. The catalyst is O1CCCC1. The product is [C:1]([C:3]1([C:6]2[CH:7]=[C:8]([CH:13]=[CH:14][CH:15]=2)[C:9]([OH:11])=[O:10])[CH2:4][CH2:5]1)#[N:2]. The yield is 0.610. (2) The reactants are C(OC([NH:11][N:12]([C@@H:23]([CH:27]1[CH2:32][CH2:31][CH2:30][CH2:29][CH2:28]1)[CH2:24][CH:25]=[CH2:26])[C:13](=[O:22])[C:14]1[CH:19]=[C:18]([CH3:20])[CH:17]=[C:16]([CH3:21])[CH:15]=1)=O)C1C=CC=CC=1. The catalyst is C(O)(=O)C.[Pd]. The product is [CH:27]1([C@H:23]([N:12]([C:13](=[O:22])[C:14]2[CH:19]=[C:18]([CH3:20])[CH:17]=[C:16]([CH3:21])[CH:15]=2)[NH2:11])[CH2:24][CH2:25][CH3:26])[CH2:32][CH2:31][CH2:30][CH2:29][CH2:28]1. The yield is 1.02.